This data is from Forward reaction prediction with 1.9M reactions from USPTO patents (1976-2016). The task is: Predict the product of the given reaction. The product is: [O:18]1[CH:19]=[CH:20][CH:21]=[C:17]1[C:13]1[O:14][C:15]([CH3:16])=[C:11]([CH2:10][O:9][C:6]2[N:7]=[CH:8][C:3]([CH2:2][O:22][C:23]3[C:27]([CH:28]=[O:29])=[CH:26][N:25]([C:30]4[CH:31]=[CH:32][CH:33]=[CH:34][CH:35]=4)[N:24]=3)=[CH:4][CH:5]=2)[N:12]=1. Given the reactants Cl[CH2:2][C:3]1[CH:4]=[CH:5][C:6]([O:9][CH2:10][C:11]2[N:12]=[C:13]([C:17]3[O:18][CH:19]=[CH:20][CH:21]=3)[O:14][C:15]=2[CH3:16])=[N:7][CH:8]=1.[OH:22][C:23]1[C:27]([CH:28]=[O:29])=[CH:26][N:25]([C:30]2[CH:35]=[CH:34][CH:33]=[CH:32][CH:31]=2)[N:24]=1.CN(C)C=O.[H-].[Na+], predict the reaction product.